This data is from Retrosynthesis with 50K atom-mapped reactions and 10 reaction types from USPTO. The task is: Predict the reactants needed to synthesize the given product. (1) Given the product CCc1cc(CN2CC(C(=O)O)C2)sc1-c1noc(-c2ccc(Oc3cccc(F)c3)c(F)c2)n1, predict the reactants needed to synthesize it. The reactants are: CCc1cc(CN2CC(C(=O)OC)C2)sc1-c1noc(-c2ccc(Oc3cccc(F)c3)c(F)c2)n1. (2) The reactants are: C1CCNCC1.Cc1ccc(S(=O)(=O)N2CCNC(=O)C2CC(=O)N[C@@H]2CCCc3c2cnn3CCOS(C)(=O)=O)cc1. Given the product Cc1ccc(S(=O)(=O)N2CCNC(=O)C2CC(=O)N[C@@H]2CCCc3c2cnn3CCN2CCCCC2)cc1, predict the reactants needed to synthesize it. (3) Given the product Nc1cc(F)cc(F)c1[N+](=O)[O-], predict the reactants needed to synthesize it. The reactants are: N.O=[N+]([O-])c1c(F)cc(F)cc1F. (4) Given the product C[C@@H](NC(=O)[C@H](Cc1ccc(-c2ncc(-c3ccc(O)cc3)cn2)cc1)NC(=O)c1ccc(C(C)(C)C)cc1)C(=O)OC(C)(C)C, predict the reactants needed to synthesize it. The reactants are: C[C@@H](NC(=O)[C@H](Cc1ccc(-c2ncc(Br)cn2)cc1)NC(=O)c1ccc(C(C)(C)C)cc1)C(=O)OC(C)(C)C.OB(O)c1ccc(O)cc1. (5) Given the product COC(=O)c1c(C)n(COCC[Si](C)(C)C)c2c(-c3cc(OC)c(F)cc3OCC3CC3)nc(C)nc12, predict the reactants needed to synthesize it. The reactants are: COC(=O)c1c(C)n(COCC[Si](C)(C)C)c2c(Cl)nc(C)nc12.COc1cc(B2OC(C)(C)C(C)(C)O2)c(OCC2CC2)cc1F. (6) The reactants are: Cc1cc(CNC(=O)c2nc3n(c(=O)c2O)CCN(C(=O)OC(C)(C)C)CC3N(C)C(=O)C(=O)N(C)C)ccc1F. Given the product Cc1cc(CNC(=O)c2nc3n(c(=O)c2O)CCNCC3N(C)C(=O)C(=O)N(C)C)ccc1F, predict the reactants needed to synthesize it.